Dataset: Reaction yield outcomes from USPTO patents with 853,638 reactions. Task: Predict the reaction yield, written as a fraction of the theoretical maximum amount of product (1.0 means a 100% yield; for example, 0.34 means a 34% yield). (1) The reactants are [CH3:13][C:12]([O:11][C:9](O[C:9]([O:11][C:12]([CH3:15])([CH3:14])[CH3:13])=[O:10])=[O:10])([CH3:15])[CH3:14].[NH2:16][CH2:17][C:18]1[CH:23]=[CH:22][C:21]([C:24]2[CH:29]=[CH:28][CH:27]=[CH:26][C:25]=2[O:30][CH2:31][CH3:32])=[C:20]([NH2:33])[CH:19]=1. The catalyst is O1CCOCC1. The product is [C:12]([O:11][C:9](=[O:10])[NH:16][CH2:17][C:18]1[CH:23]=[CH:22][C:21]([C:24]2[CH:29]=[CH:28][CH:27]=[CH:26][C:25]=2[O:30][CH2:31][CH3:32])=[C:20]([NH2:33])[CH:19]=1)([CH3:13])([CH3:14])[CH3:15]. The yield is 0.310. (2) The reactants are [OH:1][C:2]1[CH:11]=[C:10]2[C:5]([C:6]([CH3:21])=[C:7]([C:13]3[CH:18]=[CH:17][C:16]([O:19][CH3:20])=[CH:15][CH:14]=3)[C:8](=[O:12])[O:9]2)=[CH:4][CH:3]=1.[I-].C[N+]1C=CN([C:29](=[O:38])[N:30]([CH3:37])[C:31]2[CH:36]=[CH:35][CH:34]=[CH:33][CH:32]=2)C=1. No catalyst specified. The product is [CH3:20][O:19][C:16]1[CH:17]=[CH:18][C:13]([C:7]2[C:8](=[O:12])[O:9][C:10]3[C:5]([C:6]=2[CH3:21])=[CH:4][CH:3]=[C:2]([O:1][C:29](=[O:38])[N:30]([CH3:37])[C:31]2[CH:36]=[CH:35][CH:34]=[CH:33][CH:32]=2)[CH:11]=3)=[CH:14][CH:15]=1. The yield is 0.430. (3) The reactants are [NH2:1][C:2]1[C:11]([F:12])=[CH:10][CH:9]=[CH:8][C:3]=1[C:4]([NH:6][CH3:7])=[O:5].[Br:13][C:14]1[C:15](Cl)=[N:16][C:17]([Cl:20])=[N:18][CH:19]=1.C(N(CC)C(C)C)(C)C. The catalyst is CN1CCCC1=O. The product is [Br:13][C:14]1[C:15]([NH:1][C:2]2[C:11]([F:12])=[CH:10][CH:9]=[CH:8][C:3]=2[C:4]([NH:6][CH3:7])=[O:5])=[N:16][C:17]([Cl:20])=[N:18][CH:19]=1. The yield is 0.280. (4) The reactants are [CH3:1][C:2]1[N:7]=[C:6]([N:8]2[CH2:13][CH2:12][CH:11]([C:14]([OH:16])=O)[CH2:10][CH2:9]2)[CH:5]=[CH:4][CH:3]=1.C(Cl)(=O)C(Cl)=O.[F:23][C:24]1[CH:25]=[CH:26][C:27]2[NH:36][CH2:35][CH2:34][C:33]3[N:32]=[C:31]([N:37]4[CH2:42][CH2:41][O:40][CH2:39][CH2:38]4)[NH:30][C:29]=3[C:28]=2[CH:43]=1.C(N(CC)CC)C.C([O-])(O)=O.[Na+]. The catalyst is C(Cl)Cl.CN(C=O)C. The product is [F:23][C:24]1[CH:25]=[CH:26][C:27]2[N:36]([C:14]([CH:11]3[CH2:10][CH2:9][N:8]([C:6]4[CH:5]=[CH:4][CH:3]=[C:2]([CH3:1])[N:7]=4)[CH2:13][CH2:12]3)=[O:16])[CH2:35][CH2:34][C:33]3[N:32]=[C:31]([N:37]4[CH2:42][CH2:41][O:40][CH2:39][CH2:38]4)[NH:30][C:29]=3[C:28]=2[CH:43]=1. The yield is 0.190.